This data is from Forward reaction prediction with 1.9M reactions from USPTO patents (1976-2016). The task is: Predict the product of the given reaction. (1) Given the reactants B(Br)(Br)Br.[CH:5]1([CH2:11][NH:12][C:13]([C:15]2[C:20]([O:21]C)=[CH:19][CH:18]=[CH:17][C:16]=2[NH:23][C:24]([C:26]2[C:35]3[C:30](=[CH:31][CH:32]=[CH:33][CH:34]=3)[CH:29]=[CH:28][CH:27]=2)=[O:25])=[O:14])[CH2:10][CH2:9][CH2:8][CH2:7][CH2:6]1, predict the reaction product. The product is: [CH:5]1([CH2:11][NH:12][C:13]([C:15]2[C:20]([OH:21])=[CH:19][CH:18]=[CH:17][C:16]=2[NH:23][C:24]([C:26]2[C:35]3[C:30](=[CH:31][CH:32]=[CH:33][CH:34]=3)[CH:29]=[CH:28][CH:27]=2)=[O:25])=[O:14])[CH2:10][CH2:9][CH2:8][CH2:7][CH2:6]1. (2) Given the reactants [CH2:1]([NH:4][C:5]1[CH:10]=[CH:9][CH:8]=[CH:7][CH:6]=1)[CH:2]=[CH2:3].C([O:13][CH2:14][CH2:15][CH2:16][CH3:17])=C, predict the reaction product. The product is: [CH2:14]([O:13]/[CH:3]=[CH:2]\[CH2:1][NH:4][C:5]1[CH:10]=[CH:9][CH:8]=[CH:7][CH:6]=1)[CH2:15][CH2:16][CH3:17]. (3) Given the reactants [CH3:1][C:2]1[CH:3]=[C:4](B(O)O)[CH:5]=[CH:6][CH:7]=1.C(O)(=O)CCCCCCCCCCCCC.N1C(C)=CC=CC=1C.[NH2:35][C:36]1[CH:37]=[C:38]2[C:42](=[CH:43][CH:44]=1)[N:41]([CH2:45][C:46]1[CH:51]=[CH:50][CH:49]=[CH:48][CH:47]=1)[C:40]([C:52]([O:54]CC)=[O:53])=[C:39]2[C:57]1[CH:62]=[CH:61][CH:60]=[CH:59][CH:58]=1.O.[OH-].[Li+], predict the reaction product. The product is: [CH2:45]([N:41]1[C:42]2[C:38](=[CH:37][C:36]([NH:35][C:6]3[CH:5]=[CH:4][CH:3]=[C:2]([CH3:1])[CH:7]=3)=[CH:44][CH:43]=2)[C:39]([C:57]2[CH:58]=[CH:59][CH:60]=[CH:61][CH:62]=2)=[C:40]1[C:52]([OH:54])=[O:53])[C:46]1[CH:47]=[CH:48][CH:49]=[CH:50][CH:51]=1.